Predict the reaction yield, written as a fraction of the theoretical maximum amount of product (1.0 means a 100% yield; for example, 0.34 means a 34% yield). From a dataset of Reaction yield outcomes from USPTO patents with 853,638 reactions. (1) The reactants are [C:1]([NH2:5])([CH3:4])([CH3:3])[CH3:2].[N+:6]([C:9]1[CH:17]=[CH:16][C:12]([C:13](Cl)=[O:14])=[CH:11][CH:10]=1)([O-:8])=[O:7]. The catalyst is C(OCC)(=O)C. The product is [C:1]([NH:5][C:13](=[O:14])[C:12]1[CH:11]=[CH:10][C:9]([N+:6]([O-:8])=[O:7])=[CH:17][CH:16]=1)([CH3:4])([CH3:3])[CH3:2]. The yield is 0.770. (2) The reactants are [CH:1]1([CH2:6][CH:7]([C:11]2[CH:16]=[CH:15][C:14]([I:17])=[CH:13][CH:12]=2)[C:8]([OH:10])=[O:9])[CH2:5][CH2:4][CH2:3][CH2:2]1.[CH3:18]O. The catalyst is S(=O)(=O)(O)O. The product is [CH3:18][O:9][C:8](=[O:10])[CH:7]([C:11]1[CH:16]=[CH:15][C:14]([I:17])=[CH:13][CH:12]=1)[CH2:6][CH:1]1[CH2:5][CH2:4][CH2:3][CH2:2]1. The yield is 0.970. (3) The reactants are [C:1]([O:5][C:6](=[O:35])[NH:7][CH2:8][CH:9]1[CH2:14][CH2:13][CH:12]([CH2:15][NH:16][C:17]2[C:22]([C:23](=O)[NH2:24])=[CH:21][N:20]=[C:19]([NH:26][CH2:27][C:28]3[CH:33]=[CH:32][CH:31]=[CH:30][C:29]=3[Cl:34])[CH:18]=2)[CH2:11][CH2:10]1)([CH3:4])([CH3:3])[CH3:2].CC[N+](S(N=C(OC)[O-])(=O)=O)(CC)CC.O. The catalyst is C(Cl)Cl. The product is [C:1]([O:5][C:6](=[O:35])[NH:7][CH2:8][CH:9]1[CH2:10][CH2:11][CH:12]([CH2:15][NH:16][C:17]2[C:22]([C:23]#[N:24])=[CH:21][N:20]=[C:19]([NH:26][CH2:27][C:28]3[CH:33]=[CH:32][CH:31]=[CH:30][C:29]=3[Cl:34])[CH:18]=2)[CH2:13][CH2:14]1)([CH3:4])([CH3:2])[CH3:3]. The yield is 0.400. (4) The reactants are Cl[CH2:2]/[CH:3]=[CH:4]/[C:5]([N:7]1[CH2:28][CH2:27][C:10]2[C:11]3[C:16]([NH:17][C:18]4[CH:23]=[CH:22][C:21]([Cl:24])=[C:20]([Cl:25])[CH:19]=4)=[N:15][CH:14]=[N:13][C:12]=3[S:26][C:9]=2[CH2:8]1)=[O:6].[NH:29]1[CH2:32][CH2:31][CH2:30]1. The catalyst is CN(C=O)C.C(OC)(C)(C)C. The product is [N:29]1([CH2:2]/[CH:3]=[CH:4]/[C:5]([N:7]2[CH2:28][CH2:27][C:10]3[C:11]4[C:16]([NH:17][C:18]5[CH:23]=[CH:22][C:21]([Cl:24])=[C:20]([Cl:25])[CH:19]=5)=[N:15][CH:14]=[N:13][C:12]=4[S:26][C:9]=3[CH2:8]2)=[O:6])[CH2:32][CH2:31][CH2:30]1. The yield is 0.130. (5) The reactants are [Br:1][C:2]1[CH:3]=[C:4]([CH2:8][CH2:9][CH2:10][CH2:11]OS(C2C=CC(C)=CC=2)(=O)=O)[CH:5]=[CH:6][CH:7]=1.[C-:23]#[N:24].[Na+]. The catalyst is CS(C)=O.O. The product is [Br:1][C:2]1[CH:3]=[C:4]([CH2:8][CH2:9][CH2:10][CH2:11][C:23]#[N:24])[CH:5]=[CH:6][CH:7]=1. The yield is 0.780. (6) The reactants are Cl[C:2]1[CH:3]=[C:4]([CH:7]=[CH:8][C:9]=1[N:10]=[C:11]=[S:12])[C:5]#[N:6].[C:13]([C:15]1([NH:19][C:20]2[CH:29]=[CH:28][C:23]([C:24]([NH:26][CH3:27])=[O:25])=[C:22]([F:30])[CH:21]=2)[CH2:18][CH2:17][CH2:16]1)#N.C([OH:33])C.Cl.[CH3:35][N:36](C=O)C. No catalyst specified. The product is [C:35]([C:3]1[CH:2]=[C:9]([N:10]2[C:13](=[O:33])[C:15]3([CH2:16][CH2:17][CH2:18]3)[N:19]([C:20]3[CH:29]=[CH:28][C:23]([C:24]([NH:26][CH3:27])=[O:25])=[C:22]([F:30])[CH:21]=3)[C:11]2=[S:12])[CH:8]=[CH:7][C:4]=1[C:5]#[N:6])#[N:36]. The yield is 0.230. (7) The reactants are [NH:1]1[C:9]2[C:4](=[CH:5][CH:6]=[C:7]([C:10]([OH:12])=[O:11])[CH:8]=2)[CH:3]=[CH:2]1.[Br:13]N1C(=O)CCC1=O. No catalyst specified. The product is [Br:13][C:3]1[C:4]2[C:9](=[CH:8][C:7]([C:10]([OH:12])=[O:11])=[CH:6][CH:5]=2)[NH:1][CH:2]=1. The yield is 0.750.